Dataset: Full USPTO retrosynthesis dataset with 1.9M reactions from patents (1976-2016). Task: Predict the reactants needed to synthesize the given product. (1) Given the product [CH3:10][O:11][CH:12]([O:16][CH3:17])[C:4]1[CH:5]=[CH:6][C:7]2[C:2](=[N:1][CH:19]=[CH:20][CH:8]=2)[N:3]=1, predict the reactants needed to synthesize it. The reactants are: [NH2:1][C:2]1[C:7]([CH:8]=O)=[CH:6][CH:5]=[CH:4][N:3]=1.[CH3:10][O:11][C:12]([O:16][CH3:17])(C)C=O.N1CCC[C@H:19]1[C:20](O)=O. (2) Given the product [C:35]([O:39][C:40](=[O:60])[NH:41][C:42]1[C:51]2[C:46](=[CH:47][CH:48]=[CH:49][CH:50]=2)[C:45]([O:52][C:53]2[CH:58]=[CH:57][N:56]=[C:55]([NH:29][C:28]3[CH:30]=[C:31]([O:33][CH3:34])[CH:32]=[C:26]([O:25][CH2:24][CH2:23][O:22][CH2:21][CH2:20][O:19][CH2:18][CH2:17][O:16][CH2:15][CH2:14][O:13][CH2:12][CH2:11][O:10][CH2:9][CH2:8][O:7][CH2:6][CH2:5][O:4][CH3:3])[CH:27]=3)[CH:54]=2)=[CH:44][CH:43]=1)([CH3:38])([CH3:36])[CH3:37], predict the reactants needed to synthesize it. The reactants are: N#N.[CH3:3][O:4][CH2:5][CH2:6][O:7][CH2:8][CH2:9][O:10][CH2:11][CH2:12][O:13][CH2:14][CH2:15][O:16][CH2:17][CH2:18][O:19][CH2:20][CH2:21][O:22][CH2:23][CH2:24][O:25][C:26]1[CH:27]=[C:28]([CH:30]=[C:31]([O:33][CH3:34])[CH:32]=1)[NH2:29].[C:35]([O:39][C:40](=[O:60])[NH:41][C:42]1[C:51]2[C:46](=[CH:47][CH:48]=[CH:49][CH:50]=2)[C:45]([O:52][C:53]2[CH:58]=[CH:57][N:56]=[C:55](Cl)[CH:54]=2)=[CH:44][CH:43]=1)([CH3:38])([CH3:37])[CH3:36].C1C=CC(P(C2C(C3C(P(C4C=CC=CC=4)C4C=CC=CC=4)=CC=C4C=3C=CC=C4)=C3C(C=CC=C3)=CC=2)C2C=CC=CC=2)=CC=1.C([O-])([O-])=O.[Cs+].[Cs+]. (3) Given the product [C:13]([O:17][C:18]([NH:20][C@@H:21]([CH2:22][C:23]1[CH:24]=[CH:25][C:26]([N:6]2[C:5](=[O:10])[CH:4]=[C:3]([C:2]([F:1])([F:11])[F:12])[NH:8][C:7]2=[O:9])=[CH:27][CH:28]=1)[C:32]([O:34][CH3:35])=[O:33])=[O:19])([CH3:16])([CH3:14])[CH3:15], predict the reactants needed to synthesize it. The reactants are: [F:1][C:2]([F:12])([F:11])[C:3]1[NH:8][C:7](=[O:9])[NH:6][C:5](=[O:10])[CH:4]=1.[C:13]([O:17][C:18]([NH:20][C@H:21]([C:32]([O:34][CH3:35])=[O:33])[CH2:22][C:23]1[CH:28]=[CH:27][C:26](B(O)O)=[CH:25][CH:24]=1)=[O:19])([CH3:16])([CH3:15])[CH3:14].C(N(CC)CC)C. (4) Given the product [CH2:1]([O:3][C:4]1[CH:5]=[C:6]([C:12]2[CH2:17][CH2:16][CH2:15][N:14]([C:24]([C:23]3[S:22][C:21]([C:27]4[S:28][CH:29]=[CH:30][CH:31]=4)=[N:20][C:19]=3[CH3:18])=[O:25])[N:13]=2)[CH:7]=[CH:8][C:9]=1[O:10][CH3:11])[CH3:2], predict the reactants needed to synthesize it. The reactants are: [CH2:1]([O:3][C:4]1[CH:5]=[C:6]([C:12]2[CH2:17][CH2:16][CH2:15][NH:14][N:13]=2)[CH:7]=[CH:8][C:9]=1[O:10][CH3:11])[CH3:2].[CH3:18][C:19]1[N:20]=[C:21]([C:27]2[S:28][CH:29]=[CH:30][CH:31]=2)[S:22][C:23]=1[C:24](Cl)=[O:25]. (5) Given the product [CH3:28][O:27][C:25](=[O:26])[CH2:24][C:21]1[CH:20]=[CH:19][C:18]([CH2:17][N:13]2[C:6]3=[N:7][C:8]([CH3:12])=[CH:9][C:10]([CH3:11])=[C:5]3[N:4]=[C:3]2[CH2:1][CH3:2])=[CH:23][CH:22]=1, predict the reactants needed to synthesize it. The reactants are: [CH2:1]([C:3]1[NH:13][C:6]2=[N:7][C:8]([CH3:12])=[CH:9][C:10]([CH3:11])=[C:5]2[N:4]=1)[CH3:2].[H-].[Na+].Br[CH2:17][C:18]1[CH:23]=[CH:22][C:21]([CH2:24][C:25]([O:27][CH3:28])=[O:26])=[CH:20][CH:19]=1. (6) Given the product [NH2:26][C:21]1[C:20]([F:29])=[C:19]([C:17]([C:16]2[C:10]3[C:11](=[N:12][CH:13]=[C:8]([Br:7])[CH:9]=3)[NH:14][CH:15]=2)=[O:18])[C:24]([F:25])=[CH:23][CH:22]=1, predict the reactants needed to synthesize it. The reactants are: CC1CCCO1.[Br:7][C:8]1[CH:9]=[C:10]2[C:16]([C:17]([C:19]3[C:24]([F:25])=[CH:23][CH:22]=[C:21]([N+:26]([O-])=O)[C:20]=3[F:29])=[O:18])=[CH:15][NH:14][C:11]2=[N:12][CH:13]=1.[Sn](Cl)Cl.